The task is: Predict the product of the given reaction.. This data is from Forward reaction prediction with 1.9M reactions from USPTO patents (1976-2016). (1) Given the reactants [CH3:1][O:2][C:3]1[N:10]=[C:9]([CH3:11])[CH:8]=[C:7]([CH3:12])[C:4]=1[C:5]#[N:6].[Li+].[CH3:14][Si]([N-][Si](C)(C)C)(C)C.IC, predict the reaction product. The product is: [CH2:12]([C:7]1[C:4]([C:5]#[N:6])=[C:3]([O:2][CH3:1])[N:10]=[C:9]([CH3:11])[CH:8]=1)[CH3:14]. (2) The product is: [CH3:15][O:14][C:13]1[C:12]([O:16][CH3:17])=[CH:11][CH:10]=[C:9]([C:18]2[CH:26]=[CH:25][CH:24]=[C:23]3[C:19]=2[CH2:20][CH2:21][C:22]3=[O:27])[C:8]=1[O:7][CH2:6][C:3]1([CH2:2][NH:1][C:37](=[O:41])[CH2:38][CH2:39][CH3:40])[CH2:4][CH2:5]1. Given the reactants [NH2:1][CH2:2][C:3]1([CH2:6][O:7][C:8]2[C:13]([O:14][CH3:15])=[C:12]([O:16][CH3:17])[CH:11]=[CH:10][C:9]=2[C:18]2[CH:26]=[CH:25][CH:24]=[C:23]3[C:19]=2[CH2:20][CH2:21][C:22]3=[O:27])[CH2:5][CH2:4]1.C(N(C(C)C)CC)(C)C.[C:37](Cl)(=[O:41])[CH2:38][CH2:39][CH3:40], predict the reaction product. (3) Given the reactants [CH3:1][O:2][C:3]1[CH:11]=[C:10]2[C:6]([C:7]([NH2:12])=[N:8][NH:9]2)=[CH:5][CH:4]=1.Br[CH2:14][C:15]([C:17]1[CH:22]=[CH:21][C:20]([O:23][CH3:24])=[CH:19][CH:18]=1)=O, predict the reaction product. The product is: [CH3:1][O:2][C:3]1[CH:4]=[CH:5][C:6]2[C:7]3[N:8]([CH:14]=[C:15]([C:17]4[CH:22]=[CH:21][C:20]([O:23][CH3:24])=[CH:19][CH:18]=4)[N:12]=3)[NH:9][C:10]=2[CH:11]=1. (4) Given the reactants CC1(C)[O:6][C@@H:5]([CH2:7][N:8]2[C:20]3[C:19]4[CH:18]=[CH:17][CH:16]=[CH:15][C:14]=4[N:13]=[C:12]([NH2:21])[C:11]=3[N:10]=[C:9]2[CH2:22][O:23][CH2:24][CH3:25])[CH2:4][O:3]1.Cl, predict the reaction product. The product is: [NH2:21][C:12]1[C:11]2[N:10]=[C:9]([CH2:22][O:23][CH2:24][CH3:25])[N:8]([CH2:7][C@H:5]([OH:6])[CH2:4][OH:3])[C:20]=2[C:19]2[CH:18]=[CH:17][CH:16]=[CH:15][C:14]=2[N:13]=1.